Dataset: Full USPTO retrosynthesis dataset with 1.9M reactions from patents (1976-2016). Task: Predict the reactants needed to synthesize the given product. Given the product [I-:26].[C:1]([N:4]1[CH2:5][CH2:6][N+:7]([CH2:10][C:11]([NH:14][C:15]([O:16][CH2:17][C:18]2[CH:19]=[CH:20][CH:21]=[CH:22][CH:23]=2)=[O:24])([CH3:13])[CH3:12])([CH3:25])[CH2:8][CH2:9]1)(=[O:3])[CH3:2], predict the reactants needed to synthesize it. The reactants are: [C:1]([N:4]1[CH2:9][CH2:8][N:7]([CH2:10][C:11]([NH:14][C:15](=[O:24])[O:16][CH2:17][C:18]2[CH:23]=[CH:22][CH:21]=[CH:20][CH:19]=2)([CH3:13])[CH3:12])[CH2:6][CH2:5]1)(=[O:3])[CH3:2].[CH3:25][I:26].